From a dataset of Forward reaction prediction with 1.9M reactions from USPTO patents (1976-2016). Predict the product of the given reaction. (1) Given the reactants [Cl:1][C:2]1[CH:7]=[CH:6][C:5]([C:8]2[CH:17]=[C:16]([C:18]([CH:20]3[CH2:25][CH2:24][CH2:23][CH2:22][NH:21]3)=[O:19])[C:15]3[C:10](=[CH:11][CH:12]=[CH:13][CH:14]=3)[N:9]=2)=[CH:4][CH:3]=1.[BH4-].[Na+], predict the reaction product. The product is: [Cl:1][C:2]1[CH:7]=[CH:6][C:5]([C:8]2[CH:17]=[C:16]([CH:18]([CH:20]3[CH2:25][CH2:24][CH2:23][CH2:22][NH:21]3)[OH:19])[C:15]3[C:10](=[CH:11][CH:12]=[CH:13][CH:14]=3)[N:9]=2)=[CH:4][CH:3]=1.[CH2:24]1[CH2:25][C@@H:20]([C@@H:18]([OH:19])[C:16]2[C:15]3[C:10](=[CH:11][CH:12]=[CH:13][CH:14]=3)[N:9]=[C:8]([C:5]3[CH:4]=[CH:3][C:2]([Cl:1])=[CH:7][CH:6]=3)[CH:17]=2)[NH:21][CH2:22][CH2:23]1. (2) Given the reactants [CH3:1][C:2]1[C:7]2[NH:8][C:9](=[O:11])[O:10][C:6]=2[CH:5]=[C:4]([O:12]B(O)O)[CH:3]=1.OO, predict the reaction product. The product is: [OH:12][C:4]1[CH:3]=[C:2]([CH3:1])[C:7]2[NH:8][C:9](=[O:11])[O:10][C:6]=2[CH:5]=1.